Dataset: Catalyst prediction with 721,799 reactions and 888 catalyst types from USPTO. Task: Predict which catalyst facilitates the given reaction. (1) Reactant: [CH2:1]([N:3]([CH2:18][CH3:19])[CH2:4][CH2:5][N:6]1[C:14]2[C:9](=[CH:10][C:11]([N+:15]([O-])=O)=[CH:12][CH:13]=2)[CH:8]=[CH:7]1)[CH3:2]. Product: [CH2:18]([N:3]([CH2:1][CH3:2])[CH2:4][CH2:5][N:6]1[C:14]2[C:9](=[CH:10][C:11]([NH2:15])=[CH:12][CH:13]=2)[CH:8]=[CH:7]1)[CH3:19]. The catalyst class is: 94. (2) Reactant: [CH3:1][O:2][C:3]1[CH:12]=[CH:11][CH:10]=[C:9]2[C:4]=1[CH2:5][CH2:6][C@H:7]([CH3:13])[NH:8]2.[ClH:14]. Product: [ClH:14].[CH3:1][O:2][C:3]1[CH:12]=[CH:11][CH:10]=[C:9]2[C:4]=1[CH2:5][CH2:6][C@H:7]([CH3:13])[NH:8]2. The catalyst class is: 13. (3) The catalyst class is: 1. Reactant: [C:1]1([C:7]([C:11]2[CH:16]=[CH:15][CH:14]=[CH:13][CH:12]=2)=[CH:8][C:9]#[N:10])[CH:6]=[CH:5][CH:4]=[CH:3][CH:2]=1.[Cl-].[Al+3].[Cl-].[Cl-].[AlH4-].[Li+]. Product: [C:11]1([C:7]([C:1]2[CH:2]=[CH:3][CH:4]=[CH:5][CH:6]=2)=[CH:8][CH2:9][NH2:10])[CH:12]=[CH:13][CH:14]=[CH:15][CH:16]=1. (4) Product: [CH3:3][S:4][C:5]1[CH:10]=[CH:9][CH:8]=[CH:7][C:6]=1[C:11]1[N:15]([S:39]([C:35]2[CH:34]=[N:33][CH:38]=[CH:37][CH:36]=2)(=[O:41])=[O:40])[CH:14]=[C:13]([CH:16]=[O:17])[CH:12]=1. The catalyst class is: 30. Reactant: [H-].[Na+].[CH3:3][S:4][C:5]1[CH:10]=[CH:9][CH:8]=[CH:7][C:6]=1[C:11]1[NH:15][CH:14]=[C:13]([CH:16]=[O:17])[CH:12]=1.C1OCCOCCOCCOCCOC1.[N:33]1[CH:38]=[CH:37][CH:36]=[C:35]([S:39](Cl)(=[O:41])=[O:40])[CH:34]=1. (5) Reactant: [CH:1]1([NH:7][C:8]([NH:10][CH2:11][C:12]([CH3:14])=[CH2:13])=[O:9])[CH2:6][CH2:5][CH2:4][CH2:3][CH2:2]1. Product: [CH:1]1([N:7]2[C:12]([CH3:14])([CH3:13])[CH2:11][NH:10][C:8]2=[O:9])[CH2:6][CH2:5][CH2:4][CH2:3][CH2:2]1. The catalyst class is: 67. (6) Reactant: [CH3:1][C:2]1[C:24]2[N-:25][C:4](=[CH:5][C:6]3[N-:10][C:9]([CH:11]=[C:12]4[N:16]=[C:15]([CH:17]=[C:18]5[N:22]=[C:21]([CH:23]=2)[C:20]([CH:26]=[CH2:27])=[C:19]5[CH3:28])[C:14]([CH:29]=[CH2:30])=[C:13]4[CH3:31])=[C:8]([CH3:32])[C:7]=3[CH2:33][CH2:34][C:35]([OH:37])=[O:36])[C:3]=1[CH2:38][CH2:39][C:40]([OH:42])=[O:41].[Cl-].[Fe+3:44].Cl.C(O)(=O)C. Product: [CH3:31][C:13]1[C:12]2[N-:16][C:15](=[CH:17][C:18]3[C:19]([CH3:28])=[C:20]([CH:26]=[CH2:27])[C:21](=[CH:23][C:24]4[N-:25][C:4]([CH:5]=[C:6]5[N:10]=[C:9]([CH:11]=2)[C:8]([CH3:32])=[C:7]5[CH2:33][CH2:34][C:35]([OH:37])=[O:36])=[C:3]([CH2:38][CH2:39][C:40]([O-:42])=[O:41])[C:2]=4[CH3:1])[N:22]=3)[C:14]=1[CH:29]=[CH2:30].[CH3:31][C:13]1[C:12]2[N-:16][C:15](=[CH:17][C:18]3[C:19]([CH3:28])=[C:20]([CH:26]=[CH2:27])[C:21](=[CH:23][C:24]4[N-:25][C:4]([CH:5]=[C:6]5[N:10]=[C:9]([CH:11]=2)[C:8]([CH3:32])=[C:7]5[CH2:33][CH2:34][C:35]([O-:37])=[O:36])=[C:3]([CH2:38][CH2:39][C:40]([OH:42])=[O:41])[C:2]=4[CH3:1])[N:22]=3)[C:14]=1[CH:29]=[CH2:30].[Fe:44].[Fe:44]. The catalyst class is: 74.